From a dataset of Forward reaction prediction with 1.9M reactions from USPTO patents (1976-2016). Predict the product of the given reaction. Given the reactants Br[C:2]1[CH:3]=[C:4]2[C:8](=[CH:9][CH:10]=1)[NH:7][C:6](=[O:11])[CH2:5]2.[B:12]1([B:12]2[O:16][C:15]([CH3:18])([CH3:17])[C:14]([CH3:20])([CH3:19])[O:13]2)[O:16][C:15]([CH3:18])([CH3:17])[C:14]([CH3:20])([CH3:19])[O:13]1.C([O-])(=O)C.[K+], predict the reaction product. The product is: [NH:7]1[C:8]2[C:4](=[CH:3][C:2]([B:12]3[O:16][C:15]([CH3:18])([CH3:17])[C:14]([CH3:20])([CH3:19])[O:13]3)=[CH:10][CH:9]=2)[CH2:5][C:6]1=[O:11].